From a dataset of Forward reaction prediction with 1.9M reactions from USPTO patents (1976-2016). Predict the product of the given reaction. (1) The product is: [NH2:8][C:9]1[C:14]2[N:15]=[C:16]([OH:26])[N:17]([CH2:18][CH2:19][C:20]3[CH:21]=[CH:22][CH:23]=[CH:24][CH:25]=3)[C:13]=2[CH:12]=[C:11]([CH2:27][CH2:28][CH2:29][CH2:30][CH3:31])[N:10]=1. Given the reactants COC1C=CC(C[N:8](CC2C=CC(OC)=CC=2)[C:9]2[C:14]3[N:15]=[C:16]([OH:26])[N:17]([CH2:18][CH2:19][C:20]4[CH:25]=[CH:24][CH:23]=[CH:22][CH:21]=4)[C:13]=3[CH:12]=[C:11]([CH2:27][CH2:28][CH2:29][CH2:30][CH3:31])[N:10]=2)=CC=1.[OH-].[Na+], predict the reaction product. (2) The product is: [Cl:1][C:2]1[CH:14]=[C:13]([Cl:15])[C:12]([O:16][C:17]2[N:21]([CH3:22])[N:20]=[C:19]([CH3:23])[C:18]=2/[CH:24]=[N:30]/[CH2:29][C:28]#[N:27])=[CH:11][C:3]=1[O:4][C@@H:5]([CH3:10])[C:6]([O:8][CH3:9])=[O:7]. Given the reactants [Cl:1][C:2]1[CH:14]=[C:13]([Cl:15])[C:12]([O:16][C:17]2[N:21]([CH3:22])[N:20]=[C:19]([CH3:23])[C:18]=2[CH:24]=O)=[CH:11][C:3]=1[O:4][C@@H:5]([CH3:10])[C:6]([O:8][CH3:9])=[O:7].Cl.[NH2:27][CH2:28][C:29]#[N:30].C(=O)([O-])[O-].[Na+].[Na+].CCCCCC.C(OCC)(=O)C, predict the reaction product. (3) Given the reactants [S:1](=[O:5])(=[O:4])([OH:3])[OH:2].[NH2:6][C:7]1[C:16]2[C:11](=[CH:12][CH:13]=[CH:14][CH:15]=2)[CH:10]=[CH:9][N:8]=1.[N+:17]([O-])([O-:19])=[O:18].[K+], predict the reaction product. The product is: [NH2:6][C:7]1[C:16]2[C:11](=[CH:12][CH:13]=[CH:14][CH:15]=2)[C:10]([N+:17]([O-:19])=[O:18])=[CH:9][N:8]=1.[OH:4][S:1]([OH:5])(=[O:3])=[O:2]. (4) Given the reactants [F:1][C:2]1[CH:27]=[C:26](S(C)(=O)=O)[C:25](F)=[CH:24][C:3]=1[CH2:4][N:5]1[CH2:9][CH2:8][N:7]([CH:10]2[CH2:15][CH2:14][N:13]([C:16]([O:18][C:19]([CH3:22])([CH3:21])[CH3:20])=[O:17])[CH2:12][CH2:11]2)[C:6]1=[O:23].BrC1C(F)=CC(C=O)=C(F)C=1.[CH:44]([O:46][C:47](C)(C)C)=[O:45], predict the reaction product. The product is: [F:1][C:2]1[CH:27]=[C:26]([C:44]([O:46][CH3:47])=[O:45])[CH:25]=[CH:24][C:3]=1[CH2:4][N:5]1[CH2:9][CH2:8][N:7]([CH:10]2[CH2:15][CH2:14][N:13]([C:16]([O:18][C:19]([CH3:20])([CH3:21])[CH3:22])=[O:17])[CH2:12][CH2:11]2)[C:6]1=[O:23]. (5) Given the reactants [CH2:1]1[CH2:6][C@H:5]([C:7]([OH:9])=[O:8])[CH2:4][CH2:3][C@H:2]1[CH2:10][NH2:11].[C:12]([O:16][CH:17]([O:20][C:21](ON1C(=O)CCC1=O)=[O:22])[CH2:18][CH3:19])(=[O:15])[CH2:13][CH3:14], predict the reaction product. The product is: [C:12]([O:16][CH:17]([O:20][C:21]([NH:11][CH2:10][C@H:2]1[CH2:3][CH2:4][C@H:5]([C:7]([OH:9])=[O:8])[CH2:6][CH2:1]1)=[O:22])[CH2:18][CH3:19])(=[O:15])[CH2:13][CH3:14]. (6) Given the reactants [C:1](Cl)(=[O:4])[O:2][CH3:3].[F:6][C:7]1[CH:8]=[CH:9][C:10]2[NH:14][C:13](=[O:15])[N:12]([CH:16]3[CH2:21][CH2:20][N:19]([C:22]4([CH3:27])[CH2:26][CH2:25][NH:24][CH2:23]4)[CH2:18][CH2:17]3)[C:11]=2[CH:28]=1.C(N(CC)CC)C.NC(C)(C)C, predict the reaction product. The product is: [F:6][C:7]1[CH:8]=[CH:9][C:10]2[NH:14][C:13](=[O:15])[N:12]([CH:16]3[CH2:21][CH2:20][N:19]([C:22]4([CH3:27])[CH2:26][CH2:25][N:24]([C:1]([O:2][CH3:3])=[O:4])[CH2:23]4)[CH2:18][CH2:17]3)[C:11]=2[CH:28]=1. (7) Given the reactants Cl.[NH2:2][C@@H:3]1[CH2:8][CH2:7][C@H:6]([NH:9][C:10]([C:12]2[C:16]3=[N:17][CH:18]=[CH:19][C:20]([C:21]4[CH:26]=[C:25]([O:27][CH3:28])[CH:24]=[CH:23][C:22]=4[O:29][CH2:30][CH:31]4[CH2:33][CH2:32]4)=[C:15]3[NH:14][C:13]=2[CH3:34])=[O:11])[CH2:5][CH2:4]1.C([O:38][CH2:39][C:40](Cl)=[O:41])(=O)C, predict the reaction product. The product is: [CH:31]1([CH2:30][O:29][C:22]2[CH:23]=[CH:24][C:25]([O:27][CH3:28])=[CH:26][C:21]=2[C:20]2[CH:19]=[CH:18][N:17]=[C:16]3[C:12]([C:10]([NH:9][C@H:6]4[CH2:7][CH2:8][C@@H:3]([NH:2][C:39](=[O:38])[CH2:40][OH:41])[CH2:4][CH2:5]4)=[O:11])=[C:13]([CH3:34])[NH:14][C:15]=23)[CH2:32][CH2:33]1. (8) The product is: [ClH:13].[NH:8]([C:5]1[CH:4]=[CH:3][C:2]([CH3:1])=[N:7][CH:6]=1)[NH2:9]. Given the reactants [CH3:1][C:2]1[N:7]=[CH:6][C:5]([NH2:8])=[CH:4][CH:3]=1.[N:9]([O-])=O.[Na+].[Cl:13][Sn]Cl, predict the reaction product. (9) Given the reactants [BH4-].[Na+].[NH2:3][C:4]1[S:5][C:6]([CH2:14][C:15]2[C:24]3[C:19](=[CH:20][CH:21]=[CH:22][CH:23]=3)[CH:18]=[CH:17][CH:16]=2)=[CH:7][C:8]=1[C:9]([O:11][CH2:12][CH3:13])=[O:10].O.C(=O)(O)[O-].[Na+], predict the reaction product. The product is: [CH3:4][CH:8]([CH3:9])[CH2:7][NH:3][C:4]1[S:5][C:6]([CH2:14][C:15]2[C:24]3[C:19](=[CH:20][CH:21]=[CH:22][CH:23]=3)[CH:18]=[CH:17][CH:16]=2)=[CH:7][C:8]=1[C:9]([O:11][CH2:12][CH3:13])=[O:10]. (10) Given the reactants C(O)(C(F)(F)F)=O.[NH2:8][C:9]1[N:17]=[CH:16][N:15]=[C:14]2[C:10]=1[N:11]=[CH:12][N:13]2[C@H:18]1[C@@H:22]2[O:23]C(C)(C)[O:25][C@@H:21]2[C@@H:20]([CH2:28][NH:29][CH2:30][CH2:31][CH2:32][NH:33][C:34]([NH:36][C:37]2[CH:42]=[CH:41][C:40]([C:43]([CH3:46])([CH3:45])[CH3:44])=[CH:39][CH:38]=2)=[O:35])[O:19]1.C([O-])([O-])=O.[K+].[K+], predict the reaction product. The product is: [NH2:8][C:9]1[N:17]=[CH:16][N:15]=[C:14]2[C:10]=1[N:11]=[CH:12][N:13]2[C@@H:18]1[O:19][C@H:20]([CH2:28][NH:29][CH2:30][CH2:31][CH2:32][NH:33][C:34]([NH:36][C:37]2[CH:38]=[CH:39][C:40]([C:43]([CH3:44])([CH3:45])[CH3:46])=[CH:41][CH:42]=2)=[O:35])[C@@H:21]([OH:25])[C@H:22]1[OH:23].